This data is from Catalyst prediction with 721,799 reactions and 888 catalyst types from USPTO. The task is: Predict which catalyst facilitates the given reaction. (1) Reactant: [H-].[Na+].[Br:3][C:4]1[CH:5]=[C:6]2[C:10](=[CH:11][CH:12]=1)[NH:9][CH:8]=[CH:7]2.[F:13][C:14]1[CH:19]=[CH:18][C:17]([S:20][S:20][C:17]2[CH:18]=[CH:19][C:14]([F:13])=[CH:15][CH:16]=2)=[CH:16][CH:15]=1.C(=O)([O-])[O-].[Na+].[Na+]. Product: [Br:3][C:4]1[CH:5]=[C:6]2[C:10](=[CH:11][CH:12]=1)[NH:9][CH:8]=[C:7]2[S:20][C:17]1[CH:18]=[CH:19][C:14]([F:13])=[CH:15][CH:16]=1. The catalyst class is: 35. (2) Reactant: C(O[C:5](=O)[CH3:6])(=O)C.C[Si]([C:12]#[N:13])(C)C.[CH3:14][N:15]([CH3:19])C(Cl)=O.[C:20](=O)([O-])[O-].[K+].[K+].N1[CH:31]=[CH:30][CH:29]=[CH:28][CH:27]=1. Product: [CH2:27]([C:5]1[CH:6]=[CH:19][N:15]=[C:14]([C:12]#[N:13])[CH:20]=1)[CH2:28][CH2:29][CH2:30][CH3:31]. The catalyst class is: 34. (3) Reactant: [O:1]=[C:2]1[N:6]([C:7]2[CH:18]=[CH:17][C:10]3[NH:11][C:12](=[O:16])[CH2:13][CH2:14][CH2:15][C:9]=3[CH:8]=2)[CH2:5][C@H:4]([CH2:19][O:20][C:21](=[O:25])[CH2:22][CH2:23][CH3:24])[O:3]1.[I:26][Si](C)(C)C.II.[O-]S([O-])=O.[Na+].[Na+]. Product: [I:26][CH:13]1[C:12](=[O:16])[NH:11][C:10]2[CH:17]=[CH:18][C:7]([N:6]3[CH2:5][C@H:4]([CH2:19][O:20][C:21](=[O:25])[CH2:22][CH2:23][CH3:24])[O:3][C:2]3=[O:1])=[CH:8][C:9]=2[CH2:15][CH2:14]1. The catalyst class is: 4. (4) Reactant: [O:1]1[CH2:6][CH2:5][CH:4]([OH:7])[CH2:3][CH2:2]1.[H-].[Na+].F[C:11]1[CH:16]=[CH:15][C:14]([I:17])=[CH:13][C:12]=1[N+:18]([O-:20])=[O:19]. Product: [I:17][C:14]1[CH:15]=[CH:16][C:11]([O:7][CH:4]2[CH2:5][CH2:6][O:1][CH2:2][CH2:3]2)=[C:12]([N+:18]([O-:20])=[O:19])[CH:13]=1. The catalyst class is: 3. (5) Reactant: C(N1C2=NC(C3C(C)=NC(C4NC=NN=4)=CC=3)=CN=C2NCC1=O)C.[Br:26][C:27]1[C:28]([NH:34][CH2:35][C:36]([O:38]CC)=[O:37])=[N:29][CH:30]=[C:31]([Br:33])[N:32]=1.[OH-].[Na+:42].O. The catalyst class is: 7. Product: [Br:26][C:27]1[C:28]([NH:34][CH2:35][C:36]([O-:38])=[O:37])=[N:29][CH:30]=[C:31]([Br:33])[N:32]=1.[Na+:42]. (6) Reactant: [Mg].[CH3:2][C:3]1([CH3:10])[C:7]([CH3:9])([CH3:8])[O:6][BH:5][O:4]1.Cl[CH2:12][C:13]1[CH:18]=[CH:17][C:16]([CH2:19][C:20]([F:23])([F:22])[F:21])=[CH:15][CH:14]=1. Product: [CH3:2][C:3]1([CH3:10])[C:7]([CH3:9])([CH3:8])[O:6][B:5]([CH2:12][C:13]2[CH:14]=[CH:15][C:16]([CH2:19][C:20]([F:21])([F:22])[F:23])=[CH:17][CH:18]=2)[O:4]1. The catalyst class is: 1. (7) The catalyst class is: 3. Product: [CH3:1][C:2]1[O:6][N:5]=[C:4]([C:7]2[CH:8]=[CH:9][CH:10]=[CH:11][CH:12]=2)[C:3]=1[C:13]1[N:14]=[C:15]2[CH:20]=[C:19]([NH:21][C:30](=[O:31])[CH2:29][C:25]3[CH:24]=[N:23][CH:28]=[CH:27][CH:26]=3)[CH:18]=[CH:17][N:16]2[CH:22]=1. Reactant: [CH3:1][C:2]1[O:6][N:5]=[C:4]([C:7]2[CH:12]=[CH:11][CH:10]=[CH:9][CH:8]=2)[C:3]=1[C:13]1[N:14]=[C:15]2[CH:20]=[C:19]([NH2:21])[CH:18]=[CH:17][N:16]2[CH:22]=1.[N:23]1[CH:28]=[CH:27][CH:26]=[C:25]([CH2:29][C:30](O)=[O:31])[CH:24]=1.C(N(CC)C(C)C)(C)C.[Cl-].[Na+].O.O. (8) Reactant: [O:1]=[C:2]([CH2:8][CH2:9][CH2:10][CH2:11][CH2:12][CH2:13][CH3:14])[CH2:3][CH2:4][C:5](O)=[O:6].N1C=CC=CC=1.S(Cl)([Cl:23])=O. Product: [O:1]=[C:2]([CH2:8][CH2:9][CH2:10][CH2:11][CH2:12][CH2:13][CH3:14])[CH2:3][CH2:4][C:5]([Cl:23])=[O:6]. The catalyst class is: 28. (9) Reactant: [ClH:1].[N:2]1([CH2:8][C:9]2[N:14]=[C:13]([NH:15][C:16]([NH:18][C:19]3[N:20]=[C:21]([C:24]4[CH:25]=[N:26][CH:27]=[CH:28][CH:29]=4)[S:22][CH:23]=3)=[O:17])[CH:12]=[CH:11][CH:10]=2)[CH2:7][CH2:6][O:5][CH2:4][CH2:3]1. Product: [ClH:1].[N:2]1([CH2:8][C:9]2[N:14]=[C:13]([NH:15][C:16]([NH:18][C:19]3[N:20]=[C:21]([C:24]4[CH:25]=[N:26][CH:27]=[CH:28][CH:29]=4)[S:22][CH:23]=3)=[O:17])[CH:12]=[CH:11][CH:10]=2)[CH2:3][CH2:4][O:5][CH2:6][CH2:7]1. The catalyst class is: 5. (10) Reactant: C([O-])([O-])=O.[K+].[K+].Cl[CH2:8][C:9]1[N:10]=[N:11][C:12]([O:18][CH2:19][CH3:20])=[CH:13][C:14]=1[O:15][CH2:16][CH3:17].[F:21][C:22]1[CH:27]=[CH:26][CH:25]=[C:24]([C:28]2[NH:29][CH:30]=[CH:31][N:32]=2)[N:23]=1. Product: [CH2:16]([O:15][C:14]1[CH:13]=[C:12]([O:18][CH2:19][CH3:20])[N:11]=[N:10][C:9]=1[CH2:8][N:32]1[CH:31]=[CH:30][N:29]=[C:28]1[C:24]1[CH:25]=[CH:26][CH:27]=[C:22]([F:21])[N:23]=1)[CH3:17]. The catalyst class is: 3.